This data is from Full USPTO retrosynthesis dataset with 1.9M reactions from patents (1976-2016). The task is: Predict the reactants needed to synthesize the given product. (1) The reactants are: [C:1]([OH:8])(=O)[C:2]#[C:3][CH2:4][CH2:5][CH3:6].[CH:9]1([NH2:12])[CH2:11][CH2:10]1.Cl.CN(C)CCCN=C=NCC.O.ON1C2C=CC=CC=2N=N1.Cl. Given the product [CH:9]1([NH:12][C:1](=[O:8])[C:2]#[C:3][CH2:4][CH2:5][CH3:6])[CH2:11][CH2:10]1, predict the reactants needed to synthesize it. (2) The reactants are: [F:1][C:2]([F:7])([F:6])[C:3]([OH:5])=[O:4].[F:8][C:9]([F:14])([F:13])[C:10]([OH:12])=[O:11].FC(F)(F)C(O)=O.[Cl:22][C:23]1[CH:24]=[N:25][C:26]2[NH:27][C:28]3[CH:29]=[N:30][CH:31]=[C:32]([CH:54]=3)[CH2:33][CH2:34][C:35]3[CH:43]=[C:39]([NH:40][C:41]=1[N:42]=2)[CH:38]=[CH:37][C:36]=3[NH:44][C:45](=[O:53])[CH2:46][CH:47]1[CH2:52][CH2:51][NH:50][CH2:49][CH2:48]1.[C:55](Cl)(=[O:59])[CH:56]([CH3:58])[CH3:57]. Given the product [F:1][C:2]([F:7])([F:6])[C:3]([OH:5])=[O:4].[F:8][C:9]([F:14])([F:13])[C:10]([OH:12])=[O:11].[Cl:22][C:23]1[CH:24]=[N:25][C:26]2[NH:27][C:28]3[CH:29]=[N:30][CH:31]=[C:32]([CH:54]=3)[CH2:33][CH2:34][C:35]3[CH:43]=[C:39]([NH:40][C:41]=1[N:42]=2)[CH:38]=[CH:37][C:36]=3[NH:44][C:45](=[O:53])[CH2:46][CH:47]1[CH2:52][CH2:51][N:50]([C:55](=[O:59])[CH:56]([CH3:58])[CH3:57])[CH2:49][CH2:48]1, predict the reactants needed to synthesize it. (3) Given the product [ClH:5].[Cl:5][CH2:4][CH2:3][CH2:2][N:6]1[CH2:10][CH2:9][CH2:8][CH2:7]1, predict the reactants needed to synthesize it. The reactants are: Br[CH2:2][CH2:3][CH2:4][Cl:5].[NH:6]1[CH2:10][CH2:9][CH2:8][CH2:7]1. (4) Given the product [OH:9][C:5]1[C:6]([CH3:8])=[CH:7][C:2]([S:1][C:23]2([CH2:22][C:21]([O:20][CH3:18])=[O:27])[CH2:26][CH2:25][CH2:24]2)=[CH:3][C:4]=1[CH3:10], predict the reactants needed to synthesize it. The reactants are: [SH:1][C:2]1[CH:7]=[C:6]([CH3:8])[C:5]([OH:9])=[C:4]([CH3:10])[CH:3]=1.C(OC)(OC)OC.[CH2:18]([O:20][C:21](=[O:27])[CH:22]=[C:23]1[CH2:26][CH2:25][CH2:24]1)C. (5) Given the product [CH:15]1([N:9]2[C:10]([C:11]([F:12])([F:13])[F:14])=[C:6]([C:4]([OH:5])=[O:3])[CH:7]=[N:8]2)[CH2:16][CH2:17][CH2:18][CH2:19][CH2:20]1, predict the reactants needed to synthesize it. The reactants are: C([O:3][C:4]([C:6]1[CH:7]=[N:8][N:9]([CH:15]2[CH2:20][CH2:19][CH2:18][CH2:17][CH2:16]2)[C:10]=1[C:11]([F:14])([F:13])[F:12])=[O:5])C.O.[OH-].[Li+]. (6) Given the product [F:10][C:8]1[O:9][C:5]2[CH:4]=[C:3]([CH3:12])[C:2]([C:31]3[CH:36]=[CH:35][C:26]([NH2:27])=[N:29][CH:30]=3)=[CH:11][C:6]=2[CH:7]=1, predict the reactants needed to synthesize it. The reactants are: Br[C:2]1[C:3]([CH3:12])=[CH:4][C:5]2[O:9][C:8]([F:10])=[CH:7][C:6]=2[CH:11]=1.FC1(F)OC2C=C(C)C(C3N=C[C:26]([NH:29][C:30](=O)[C:31]4[CH:36]=[CH:35]C=CC=4F)=[N:27]C=3)=CC=2O1.[O-]P([O-])([O-])=O.[K+].[K+].[K+].CC(=O)OCC. (7) Given the product [N:1]([C:8]1[C:7]([F:18])=[C:6]([F:5])[C:11]([C:12]([OH:14])=[O:13])=[C:10]([F:15])[C:9]=1[F:16])=[N+:2]=[N-:3].[N:1]([C:22]1[C:21]([F:32])=[C:20]([F:19])[C:25]([C:26]([OH:28])=[O:27])=[C:24]([F:29])[C:23]=1[F:30])=[N+:2]=[N-:3].[CH2:33]([NH2:36])[CH2:34][NH2:35], predict the reactants needed to synthesize it. The reactants are: [N-:1]=[N+:2]=[N-:3].[Na+].[F:5][C:6]1[C:11]([C:12]([OH:14])=[O:13])=[C:10]([F:15])[C:9]([F:16])=[C:8](F)[C:7]=1[F:18].[F:19][C:20]1[C:25]([C:26]([OH:28])=[O:27])=[C:24]([F:29])[C:23]([F:30])=[C:22](F)[C:21]=1[F:32].[CH2:33]([NH2:36])[CH2:34][NH2:35].